From a dataset of Reaction yield outcomes from USPTO patents with 853,638 reactions. Predict the reaction yield, written as a fraction of the theoretical maximum amount of product (1.0 means a 100% yield; for example, 0.34 means a 34% yield). (1) The reactants are Br[C:2]1[C:10]2[C:5](=[CH:6][CH:7]=[C:8]([C:11]([NH2:13])=[O:12])[CH:9]=2)[N:4]([CH:14]2[CH2:19][CH2:18][CH2:17][CH2:16][O:15]2)[N:3]=1.[S:20]1[C:24](B(O)O)=[CH:23][C:22]2[CH:28]=[CH:29][CH:30]=[CH:31][C:21]1=2.ClCCl.P([O-])([O-])([O-])=O.[K+].[K+].[K+]. The catalyst is COCCOC. The product is [S:20]1[C:24]([C:2]2[C:10]3[C:5](=[CH:6][CH:7]=[C:8]([C:11]([NH2:13])=[O:12])[CH:9]=3)[N:4]([CH:14]3[CH2:19][CH2:18][CH2:17][CH2:16][O:15]3)[N:3]=2)=[CH:23][C:22]2[CH:28]=[CH:29][CH:30]=[CH:31][C:21]1=2. The yield is 0.260. (2) The reactants are [O:1]=[C:2]1[C:10]2[C:5](=[CH:6][CH:7]=[CH:8][CH:9]=2)[C:4](=[O:11])[N:3]1[CH2:12][CH2:13][CH2:14][C:15]1[CH:16]=[C:17]([CH:20]=[CH:21][CH:22]=1)[CH:18]=O.[Br-].[Cl:24][C:25]1[CH:26]=[C:27]([CH:48]=[CH:49][CH:50]=1)[CH2:28][P+](C1C=CC=CC=1)(C1C=CC=CC=1)C1C=CC=CC=1. No catalyst specified. The product is [Cl:24][C:25]1[CH:26]=[C:27]([CH:48]=[CH:49][CH:50]=1)/[CH:28]=[CH:18]/[C:17]1[CH:16]=[C:15]([CH2:14][CH2:13][CH2:12][N:3]2[C:2](=[O:1])[C:10]3[C:9](=[CH:8][CH:7]=[CH:6][CH:5]=3)[C:4]2=[O:11])[CH:22]=[CH:21][CH:20]=1.[Cl:24][C:25]1[CH:26]=[C:27]([CH:48]=[CH:49][CH:50]=1)/[CH:28]=[CH:18]\[C:17]1[CH:16]=[C:15]([CH2:14][CH2:13][CH2:12][N:3]2[C:2](=[O:1])[C:10]3[C:9](=[CH:8][CH:7]=[CH:6][CH:5]=3)[C:4]2=[O:11])[CH:22]=[CH:21][CH:20]=1. The yield is 0.300. (3) The reactants are [Cu][C:2]#[N:3].Br[C:5]1[N:6]=[C:7]([C@H:16]2[CH2:21][CH2:20][C@H:19]([C:22]([NH:24][CH2:25][CH2:26][NH:27][C:28]([C:30]3[C:31]([C:41]([F:44])([F:43])[F:42])=[N:32][N:33]([C:35]4[CH:40]=[CH:39][CH:38]=[CH:37][CH:36]=4)[CH:34]=3)=[O:29])=[O:23])[CH2:18][CH2:17]2)[O:8][C:9]=1[C:10]1[CH:15]=[CH:14][CH:13]=[CH:12][CH:11]=1. The catalyst is CN(C=O)C.C([O-])(O)=O.[Na+]. The product is [C:2]([C:5]1[N:6]=[C:7]([C@H:16]2[CH2:17][CH2:18][C@H:19]([C:22]([NH:24][CH2:25][CH2:26][NH:27][C:28]([C:30]3[C:31]([C:41]([F:42])([F:44])[F:43])=[N:32][N:33]([C:35]4[CH:40]=[CH:39][CH:38]=[CH:37][CH:36]=4)[CH:34]=3)=[O:29])=[O:23])[CH2:20][CH2:21]2)[O:8][C:9]=1[C:10]1[CH:15]=[CH:14][CH:13]=[CH:12][CH:11]=1)#[N:3]. The yield is 0.160. (4) The reactants are [C:18]1(P([C:14]2[CH:19]=[CH:18][CH:17]=CC=2)[C:18]2[CH:17]=CC=[CH:14][CH:19]=2)[CH:17]=CC=[CH:14][CH:19]=1.[OH-].[Ca+2].[OH-].[OH:23][CH2:24][CH2:25][O:26][CH2:27][N:28]1C=C(I)[C:32](=[O:33])[NH:31][C:29]1=[O:30].C(OC=C)(=O)C. The catalyst is CN(C=O)C.C([O-])(=O)C.[Pd+2].C([O-])(=O)C.C(N(CC)CC)C. The product is [OH:23][CH2:24][CH2:25][O:26][CH2:27][N:28]1[CH:17]=[C:18]([CH:19]=[CH2:14])[C:32](=[O:33])[NH:31][C:29]1=[O:30]. The yield is 0.540. (5) The reactants are [Br:1][C:2]1[C:3](Cl)=[N:4][C:5]([Cl:8])=[N:6][CH:7]=1.[NH:10]1[CH2:18][CH2:17][CH:13]([C:14]([NH2:16])=[O:15])[CH2:12][CH2:11]1.C(N(CC)CC)C.C(=O)([O-])O.[Na+]. The catalyst is CN(C=O)C. The product is [Br:1][C:2]1[C:3]([N:10]2[CH2:18][CH2:17][CH:13]([C:14]([NH2:16])=[O:15])[CH2:12][CH2:11]2)=[N:4][C:5]([Cl:8])=[N:6][CH:7]=1. The yield is 0.950. (6) The reactants are [Br:1][C:2]1[C:3](Cl)=[N:4][C:5]([Cl:8])=[N:6][CH:7]=1.[OH-].[NH4+:11]. The catalyst is CO. The product is [Br:1][C:2]1[C:3]([NH2:11])=[N:4][C:5]([Cl:8])=[N:6][CH:7]=1. The yield is 0.730. (7) The reactants are C([N:8]1[CH2:14][C:13]([CH2:18][C:19]2[CH:24]=[CH:23][CH:22]=[CH:21][CH:20]=2)([N+:15]([O-])=O)[CH2:12][N:11](CC2C=CC=CC=2)[CH2:10][CH2:9]1)C1C=CC=CC=1.C([O-])=O.[NH4+].CCOC(C)=O. The catalyst is CO.[Pd]. The product is [CH2:18]([C:13]1([NH2:15])[CH2:14][NH:8][CH2:9][CH2:10][NH:11][CH2:12]1)[C:19]1[CH:20]=[CH:21][CH:22]=[CH:23][CH:24]=1. The yield is 0.760.